Dataset: Full USPTO retrosynthesis dataset with 1.9M reactions from patents (1976-2016). Task: Predict the reactants needed to synthesize the given product. Given the product [NH2:1][C:2]1[N:7]([CH3:8])[C:6](=[O:9])[C:5]([CH3:10])([CH3:11])[C@:4]([C:13]2[CH:18]=[C:17]([NH:19][CH:26]3[CH2:25][C@H:24]([CH3:29])[O:23][C@H:22]([CH3:21])[CH2:27]3)[CH:16]=[CH:15][C:14]=2[F:20])([CH3:12])[N:3]=1, predict the reactants needed to synthesize it. The reactants are: [NH2:1][C:2]1[N:7]([CH3:8])[C:6](=[O:9])[C:5]([CH3:11])([CH3:10])[C@:4]([C:13]2[CH:18]=[C:17]([NH2:19])[CH:16]=[CH:15][C:14]=2[F:20])([CH3:12])[N:3]=1.[CH3:21][C@@H:22]1[CH2:27][C:26](=O)[CH2:25][C@H:24]([CH3:29])[O:23]1.[B][B][B][B][B][B][B][B][B][B].